From a dataset of CYP3A4 substrate classification data from Carbon-Mangels et al.. Regression/Classification. Given a drug SMILES string, predict its absorption, distribution, metabolism, or excretion properties. Task type varies by dataset: regression for continuous measurements (e.g., permeability, clearance, half-life) or binary classification for categorical outcomes (e.g., BBB penetration, CYP inhibition). Dataset: cyp3a4_substrate_carbonmangels. The molecule is C/C=C/C[C@@H](C)[C@@H](O)[C@H]1C(=O)N[C@@H](CC)C(=O)N(C)CC(=O)N(C)[C@@H](CC(C)C)C(=O)N[C@H](C(C)C)C(=O)N(C)[C@@H](CC(C)C)C(=O)N[C@@H](C)C(=O)N[C@H](C)C(=O)N(C)[C@@H](CC(C)C)C(=O)N(C)[C@@H](CC(C)C)C(=O)N(C)[C@@H](C(C)C)C(=O)N1C. The result is 1 (substrate).